Dataset: Antibody developability classification from SAbDab with 2,409 antibodies. Task: Regression/Classification. Given an antibody's heavy chain and light chain sequences, predict its developability. TAP uses regression for 5 developability metrics; SAbDab uses binary classification. (1) The antibody is ['EVQLKESGPGLVQPSQSLSITCTVSGFSLTTYGVHWVRQSPGKGLEWLGVIWSGGSTDYNAAFISRLSISKDNSKSHVFFKMNSLQANDTAIYYCARMRITTDWFAYWGQGTLVTVSA', 'DILMNQTPLSLPVSLGDQASISCRSSQYIVHRNGNTYLEWYLQKPGQSPKLLIYKVSNRFSGVPDRFSGSGSGTDFTLKISRVEAEDLGVYYCFQGSHVPYTFGGGTKLELK']. Result: 0 (not developable). (2) The antibody is ['EVKLVESGGGLVQPGGSLSLSCAASGFTFSDYYMTWVRQAPGKAPEWLALIRNKRNGDTAEYSASVKGRFTISRDYSRSILHLQMNALRTEDSATYYCVRQGRGYTLDYWGQGTSVTVSS', 'DIQMNQSPSSLSASLGDTISITCRASQNINIWLSWYQQKPGNVPKLLIYKASNLHTGVPSRFSGSGSGTDFTLIISSLQPEDIATYYCLQGQSYPRTFGGGTKLEIK']. Result: 1 (developable). (3) The antibody is ['EVQLLESGPGLVAPSQSLSITCTVSGFSLTSYGVHWVRQPPGKGLEWLGAIWSAGNTNYNSALMSRLSISRDNSKSQVFLKMNSLQTDDTAMYYCACAPIYYDYTWFAYWGQGTLVTVSA', 'EIVLTQSPASLAVSLGQRATISCRASESVDNYGISFMNWFQQKPGQPPKLLIYAASNQGSGVPARFSGSGSGTDFSLNIHPMEEDDTAMYFCQQSKEVPYTFGGGTKLEIK']. Result: 0 (not developable). (4) The antibody is ['6ayn', 'PROT_D746F282']. Result: 0 (not developable). (5) The antibody is ['QVQLQESGGGLVQPGGSMKLSCVASGFTFSNYWMNWVRQSPEKGLEWVAEIRLKSNNYATHYAESVKGRFTISRDDSKSSVYLQMNNLRAEDTGIYYCTGVGQFAYWGQGTTVTVSA', 'DIVVTQESALTTSPGETVTLTCRSSTGAVTTSNYANWVQEKPDHLFTGLIGGTNNRAPGVPARFSGSLIGDKAALTITGAQTEDEAIYFCALWYSNHWVFGGGTKLTVL']. Result: 0 (not developable). (6) The antibody is ['4xbe', 'EIVLTQSPGTQSLSPGERATLSCRASQSVGNNKLAWYQQRPGQAPRLLIYGASSRPSGVADRFSGSGSGTDFTLTISRLEPEDFAVYYCQQYGQSLSTFGQGTKVEVK']. Result: 0 (not developable).